From a dataset of Rat liver microsome stability data. Regression/Classification. Given a drug SMILES string, predict its absorption, distribution, metabolism, or excretion properties. Task type varies by dataset: regression for continuous measurements (e.g., permeability, clearance, half-life) or binary classification for categorical outcomes (e.g., BBB penetration, CYP inhibition). Dataset: rlm. (1) The compound is CNc1nc(NCc2ccc(NC(=O)c3ccc(C(F)(F)F)cc3)cc2)c2ccccc2n1. The result is 1 (stable in rat liver microsomes). (2) The molecule is CN(C)Cc1cccc(C2c3nnc(O)c4cccc(c34)NC2c2ccccc2)c1. The result is 1 (stable in rat liver microsomes). (3) The drug is Nc1c(C(=O)Nc2ccc(F)cc2)sc2nc(-c3cccs3)cc(C(F)(F)F)c12. The result is 0 (unstable in rat liver microsomes). (4) The molecule is CNc1nc(NCc2ccc(NC(=O)c3ccc(F)cc3)cc2)c2ccccc2n1. The result is 1 (stable in rat liver microsomes). (5) The drug is COc1ccc(C(=O)N[C@@H]2CCC[C@@H]2C(=O)N2CCC(Cc3ccccc3)CC2)cc1. The result is 1 (stable in rat liver microsomes).